Dataset: Catalyst prediction with 721,799 reactions and 888 catalyst types from USPTO. Task: Predict which catalyst facilitates the given reaction. (1) Reactant: Cl[C:2]1[NH:3][C:4]2[N:5]([N:12]=[CH:13][C:14]=2[C:15]#[N:16])[C:6](=[O:11])[C:7]=1[CH:8]([CH3:10])[CH3:9].[O:17]1[CH:21]=[CH:20][C:19](B(O)O)=[CH:18]1.C([O-])([O-])=O.[K+].[K+]. Product: [O:17]1[CH:21]=[CH:20][C:19]([C:2]2[NH:3][C:4]3[N:5]([N:12]=[CH:13][C:14]=3[C:15]#[N:16])[C:6](=[O:11])[C:7]=2[CH:8]([CH3:10])[CH3:9])=[CH:18]1. The catalyst class is: 117. (2) Product: [Cl:60][C:37]1[CH:32]=[CH:33][CH:34]=[CH:35][C:36]=1[NH:38][C:47](=[O:26])[NH:44][C:45]1[CH:46]=[CH:56][C:55]([CH2:54][C:6]([N:8]2[CH:12]([CH2:13][O:14][C:15]3[CH:16]=[CH:17][C:18]([C:19]([O:21][CH3:22])=[O:20])=[CH:23][CH:24]=3)[CH2:11][S:10][CH2:9]2)=[O:7])=[CH:62][C:63]=1[O:64][CH3:65]. The catalyst class is: 759. Reactant: C(O[C:6]([N:8]1[CH:12]([CH2:13][O:14][C:15]2[CH:24]=[CH:23][C:18]([C:19]([O:21][CH3:22])=[O:20])=[CH:17][CH:16]=2)[CH2:11][S:10][CH2:9]1)=[O:7])(C)(C)C.C(O)(C(F)(F)F)=[O:26].[CH:32]1[CH:33]=[CH:34][C:35]2N(O)N=[N:38][C:36]=2[CH:37]=1.C([N:44]([CH2:47]C)[CH2:45][CH3:46])C.CCN=C=N[CH2:54][CH2:55][CH2:56]N(C)C.[ClH:60].C1[CH2:65][O:64][CH2:63][CH2:62]1. (3) Reactant: [Si:1]([O:8][CH2:9][C:10]1[N:11]=[C:12]([N:15]2[CH2:18][CH:17](OS(C)(=O)=O)[CH2:16]2)[S:13][CH:14]=1)([C:4]([CH3:7])([CH3:6])[CH3:5])([CH3:3])[CH3:2].[C:24]([O-:27])(=[S:26])[CH3:25].[K+]. Product: [C:24]([S:26][CH:17]1[CH2:16][N:15]([C:12]2[S:13][CH:14]=[C:10]([CH2:9][O:8][Si:1]([C:4]([CH3:5])([CH3:6])[CH3:7])([CH3:2])[CH3:3])[N:11]=2)[CH2:18]1)(=[O:27])[CH3:25]. The catalyst class is: 9. (4) Reactant: [F:1][C:2]1[CH:7]=[CH:6][C:5]([O:8][CH3:9])=[CH:4][C:3]=1[C:10]1[CH:15]=[CH:14][C:13]([C:16]([O:18][CH3:19])=[O:17])=[CH:12][C:11]=1[CH:20]([OH:26])[C:21]([CH3:25])([CH3:24])[CH2:22][CH3:23].[H-].[Na+].I[CH3:30]. Product: [CH3:24][C:21]([CH3:25])([CH2:22][CH3:23])[CH:20]([C:11]1[CH:12]=[C:13]([C:16]([O:18][CH3:19])=[O:17])[CH:14]=[CH:15][C:10]=1[C:3]1[CH:4]=[C:5]([O:8][CH3:9])[CH:6]=[CH:7][C:2]=1[F:1])[O:26][CH3:30]. The catalyst class is: 31. (5) Product: [Cl:1][C:2]1[CH:10]=[CH:9][CH:8]=[C:7]([CH3:11])[C:3]=1[C:4]([O:6][CH3:12])=[O:5]. The catalyst class is: 65. Reactant: [Cl:1][C:2]1[CH:10]=[CH:9][CH:8]=[C:7]([CH3:11])[C:3]=1[C:4]([OH:6])=[O:5].[CH3:12]O. (6) Reactant: [CH2:1]([C:3]1[C:7]([S:8][C:9]2[CH:14]=[CH:13][C:12]([F:15])=[CH:11][CH:10]=2)=[C:6]([CH2:16][CH3:17])[N:5]([C@@H:18]2[CH2:22][CH2:21][N:20](C(OC(C)(C)C)=O)[CH2:19]2)[N:4]=1)[CH3:2].[ClH:30]. Product: [ClH:30].[CH2:1]([C:3]1[C:7]([S:8][C:9]2[CH:10]=[CH:11][C:12]([F:15])=[CH:13][CH:14]=2)=[C:6]([CH2:16][CH3:17])[N:5]([C@@H:18]2[CH2:22][CH2:21][NH:20][CH2:19]2)[N:4]=1)[CH3:2]. The catalyst class is: 28.